Dataset: Reaction yield outcomes from USPTO patents with 853,638 reactions. Task: Predict the reaction yield, written as a fraction of the theoretical maximum amount of product (1.0 means a 100% yield; for example, 0.34 means a 34% yield). (1) No catalyst specified. The reactants are [Cl:1][C:2]1[N:3]=[C:4]2[C:9](=[CH:10][CH:11]=1)[N:8]=[CH:7][C:6]([C:12]([CH:14]1[CH2:16][CH2:15]1)=[O:13])=[C:5]2[NH:17][C@H:18]1[CH2:23][CH2:22][C@H:21]([CH2:24][N:25]([CH3:27])[CH3:26])[CH2:20][CH2:19]1.[Cl:28][C:29]1[CH:34]=[C:33](B2OC(C)(C)C(C)(C)O2)[CH:32]=[C:31]([Cl:44])[C:30]=1[OH:45].C1(N)C(F)=C(F)C(F)=C(N)C=1F.Cl.Cl. The product is [ClH:1].[ClH:28].[CH:14]1([C:12]([C:6]2[CH:7]=[N:8][C:9]3[C:4]([C:5]=2[NH:17][C@H:18]2[CH2:23][CH2:22][C@H:21]([CH2:24][N:25]([CH3:27])[CH3:26])[CH2:20][CH2:19]2)=[N:3][C:2]([C:33]2[CH:34]=[C:29]([Cl:28])[C:30]([OH:45])=[C:31]([Cl:44])[CH:32]=2)=[CH:11][CH:10]=3)=[O:13])[CH2:15][CH2:16]1. The yield is 0.730. (2) The reactants are [CH3:1][C:2]1[C:6]([CH2:7][N:8]2[CH:12]=[C:11]([N:13]3[C:17](=[O:18])[CH2:16][N:15]([CH2:19][C:20]4[CH:21]=[C:22]([CH:26]=[CH:27][CH:28]=4)[C:23]([OH:25])=O)[C:14]3=[O:29])[CH:10]=[N:9]2)=[C:5]([CH3:30])[O:4][N:3]=1.[CH2:31]([N:33](CC)CC)C.C(Cl)CCl. The catalyst is C(#N)C.Cl. The product is [CH3:1][C:2]1[C:6]([CH2:7][N:8]2[CH:12]=[C:11]([N:13]3[C:17](=[O:18])[CH2:16][N:15]([CH2:19][C:20]4[CH:21]=[C:22]([CH:26]=[CH:27][CH:28]=4)[C:23]([NH:33][CH3:31])=[O:25])[C:14]3=[O:29])[CH:10]=[N:9]2)=[C:5]([CH3:30])[O:4][N:3]=1. The yield is 0.250. (3) The reactants are [NH:1]1[CH2:6][CH2:5][O:4][CH2:3][CH2:2]1.[N+:7]([C:10]1[CH:15]=[CH:14][C:13]([N:16]2[CH2:21][CH2:20][N:19]([C:22]3[N:27]=[CH:26][C:25]([CH:28]=O)=[CH:24][CH:23]=3)[CH2:18][CH2:17]2)=[CH:12][CH:11]=1)([O-:9])=[O:8].C([BH3-])#N.[Na+]. The catalyst is O1CCCC1.C(O)(=O)C.C(Cl)(Cl)Cl. The product is [N+:7]([C:10]1[CH:15]=[CH:14][C:13]([N:16]2[CH2:21][CH2:20][N:19]([C:22]3[N:27]=[CH:26][C:25]([CH2:28][N:1]4[CH2:6][CH2:5][O:4][CH2:3][CH2:2]4)=[CH:24][CH:23]=3)[CH2:18][CH2:17]2)=[CH:12][CH:11]=1)([O-:9])=[O:8]. The yield is 0.590. (4) The yield is 0.560. The reactants are [OH:1][CH2:2][C:3]1[S:7][CH:6]=[C:5]([C:8]([OH:10])=[O:9])[CH:4]=1.OS(O)(=O)=O.[CH3:16]O. The catalyst is O. The product is [CH3:16][O:9][C:8]([C:5]1[CH:4]=[C:3]([CH2:2][OH:1])[S:7][CH:6]=1)=[O:10]. (5) The reactants are CS(Cl)(=O)=O.[CH2:6]([O:13][C@@H:14]1[C@@H:18]([CH2:19][O:20][CH2:21][C:22]2[CH:27]=[CH:26][CH:25]=[CH:24][CH:23]=2)[O:17][C@@H:16]([N:28]2[CH:33]=[CH:32][C:31](=[O:34])[NH:30][C:29]2=[O:35])[C@@:15]1([OH:39])[CH2:36][CH2:37]O)[C:7]1[CH:12]=[CH:11][CH:10]=[CH:9][CH:8]=1.[H-].[Na+].[NH4+].[Cl-]. The catalyst is N1C=CC=CC=1.C(Cl)Cl.CO. The product is [CH2:21]([O:20][C@H:19]1[C@@:15]2([O:39][CH2:37][CH2:36]2)[C@H:16]([N:28]2[CH:33]=[CH:32][C:31](=[O:34])[NH:30][C:29]2=[O:35])[O:17][C@@H:18]1[CH2:14][O:13][CH2:6][C:7]1[CH:8]=[CH:9][CH:10]=[CH:11][CH:12]=1)[C:22]1[CH:23]=[CH:24][CH:25]=[CH:26][CH:27]=1. The yield is 0.790. (6) The reactants are [C:1]1([C:7]([C:20]2[CH:25]=[CH:24][CH:23]=[CH:22][CH:21]=2)([C:11]2[CH:16]=[CH:15][C:14]([N+:17]([O-])=O)=[CH:13][N:12]=2)[C:8]([NH2:10])=[O:9])[CH:6]=[CH:5][CH:4]=[CH:3][CH:2]=1. The catalyst is CCO.[Pt+3]=O. The product is [C:20]1([C:7]([C:1]2[CH:6]=[CH:5][CH:4]=[CH:3][CH:2]=2)([C:11]2[CH:16]=[CH:15][C:14]([NH2:17])=[CH:13][N:12]=2)[C:8]([NH2:10])=[O:9])[CH:21]=[CH:22][CH:23]=[CH:24][CH:25]=1. The yield is 0.980. (7) The reactants are [O:1]1CCO[CH:2]1[C:6]1[CH:11]=[CH:10][C:9]([NH:12][C:13]([CH2:15][CH2:16][CH2:17][CH2:18][N:19]([CH3:46])[C:20]([CH2:22][CH2:23][N:24]2[CH2:29][CH2:28][CH:27]([O:30][C:31](=[O:45])[NH:32][C:33]3[CH:38]=[CH:37][CH:36]=[CH:35][C:34]=3[C:39]3[CH:44]=[CH:43][CH:42]=[CH:41][CH:40]=3)[CH2:26][CH2:25]2)=[O:21])=[O:14])=[CH:8][CH:7]=1. The catalyst is Cl.C(#N)C. The product is [CH:2]([C:6]1[CH:11]=[CH:10][C:9]([NH:12][C:13]([CH2:15][CH2:16][CH2:17][CH2:18][N:19]([CH3:46])[C:20]([CH2:22][CH2:23][N:24]2[CH2:25][CH2:26][CH:27]([O:30][C:31](=[O:45])[NH:32][C:33]3[CH:38]=[CH:37][CH:36]=[CH:35][C:34]=3[C:39]3[CH:44]=[CH:43][CH:42]=[CH:41][CH:40]=3)[CH2:28][CH2:29]2)=[O:21])=[O:14])=[CH:8][CH:7]=1)=[O:1]. The yield is 1.00. (8) The catalyst is C1(C)C=CC=CC=1. The product is [CH:14]([CH:5]1[CH2:4][O:3][C:2]([CH3:18])([CH3:1])[N:6]1[C:7]([O:9][C:10]([CH3:13])([CH3:12])[CH3:11])=[O:8])=[O:15]. The yield is 0.740. The reactants are [CH3:1][C:2]1([CH3:18])[N:6]([C:7]([O:9][C:10]([CH3:13])([CH3:12])[CH3:11])=[O:8])[CH:5]([C:14](OC)=[O:15])[CH2:4][O:3]1.[H-].C([Al+]CC(C)C)C(C)C.CO.C(C(C(C([O-])=O)O)O)([O-])=O.[Na+].[K+]. (9) The reactants are C(=O)([O-])[O-].[Cs+].[Cs+].[OH:7][C:8]1[CH:13]=[CH:12][C:11]([CH2:14][C:15]([O:17][CH3:18])=[O:16])=[CH:10][CH:9]=1.[CH2:19](Br)[C:20]1[CH:25]=[CH:24][CH:23]=[CH:22][CH:21]=1. The product is [CH3:18][O:17][C:15](=[O:16])[CH2:14][C:11]1[CH:10]=[CH:9][C:8]([O:7][CH2:19][C:20]2[CH:25]=[CH:24][CH:23]=[CH:22][CH:21]=2)=[CH:13][CH:12]=1. The yield is 0.960. The catalyst is ClCCl. (10) The product is [CH2:26]([NH:33][C:18](=[O:19])[C:17]1[CH:21]=[CH:22][CH:23]=[CH:24][C:16]=1[S:15][C:12]1[CH:13]=[CH:14][C:9]2[N:10]([CH:25]=[C:7]([NH:6][C:4]([CH:1]3[CH2:2][CH2:3]3)=[O:5])[N:8]=2)[N:11]=1)[C:27]1[CH:32]=[CH:31][CH:30]=[CH:29][CH:28]=1. The yield is 0.890. The reactants are [CH:1]1([C:4]([NH:6][C:7]2[N:8]=[C:9]3[CH:14]=[CH:13][C:12]([S:15][C:16]4[CH:24]=[CH:23][CH:22]=[CH:21][C:17]=4[C:18](O)=[O:19])=[N:11][N:10]3[CH:25]=2)=[O:5])[CH2:3][CH2:2]1.[CH2:26]([NH2:33])[C:27]1[CH:32]=[CH:31][CH:30]=[CH:29][CH:28]=1.F[P-](F)(F)(F)(F)F.N1(OC(N(C)C)=[N+](C)C)C2N=CC=CC=2N=N1.C(N(CC)C(C)C)(C)C. The catalyst is CN(C)C=O.